From a dataset of Forward reaction prediction with 1.9M reactions from USPTO patents (1976-2016). Predict the product of the given reaction. (1) Given the reactants C([O:3][C:4](=[O:34])[CH2:5][N:6]1[C:15]2[C:10](=[CH:11][CH:12]=[CH:13][CH:14]=2)[N:9]([C:16]([C:18]2[C:19]([O:25][C:26]3[CH:31]=[C:30]([Cl:32])[CH:29]=[CH:28][C:27]=3[Cl:33])=[N:20][CH:21]=[C:22]([F:24])[CH:23]=2)=[O:17])[CH2:8][CH2:7]1)C.[OH-].[Na+], predict the reaction product. The product is: [Cl:33][C:27]1[CH:28]=[CH:29][C:30]([Cl:32])=[CH:31][C:26]=1[O:25][C:19]1[C:18]([C:16]([N:9]2[C:10]3[C:15](=[CH:14][CH:13]=[CH:12][CH:11]=3)[N:6]([CH2:5][C:4]([OH:34])=[O:3])[CH2:7][CH2:8]2)=[O:17])=[CH:23][C:22]([F:24])=[CH:21][N:20]=1. (2) Given the reactants C[O:2][C:3]([C:5]1[C:6]([N:17]2[CH2:21][C@@H:20]([N:22]([CH2:35][C:36]3[CH:41]=[C:40]([C:42]([F:45])([F:44])[F:43])[CH:39]=[C:38]([C:46]([F:49])([F:48])[F:47])[CH:37]=3)[C:23]3[N:28]=[CH:27][C:26]([C:29]4[CH:30]=[N:31][N:32]([CH3:34])[CH:33]=4)=[CH:25][N:24]=3)[CH2:19][C@H:18]2[CH2:50][CH3:51])=[N:7][C:8]([N:11]2[CH2:16][CH2:15][CH2:14][CH2:13][CH2:12]2)=[N:9][CH:10]=1)=O.[H-].[H-].[H-].[H-].[Li+].[Al+3], predict the reaction product. The product is: [F:48][C:46]([F:47])([F:49])[C:38]1[CH:37]=[C:36]([CH:41]=[C:40]([C:42]([F:45])([F:44])[F:43])[CH:39]=1)[CH2:35][N:22]([C:23]1[N:28]=[CH:27][C:26]([C:29]2[CH:30]=[N:31][N:32]([CH3:34])[CH:33]=2)=[CH:25][N:24]=1)[C@@H:20]1[CH2:21][N:17]([C:6]2[C:5]([CH2:3][OH:2])=[CH:10][N:9]=[C:8]([N:11]3[CH2:12][CH2:13][CH2:14][CH2:15][CH2:16]3)[N:7]=2)[C@H:18]([CH2:50][CH3:51])[CH2:19]1. (3) Given the reactants [CH3:1][O:2][C:3]1[C:12]2[CH2:11][C@@H:10]([N:13]([CH3:20])[C:14](=[O:19])[C:15]([F:18])([F:17])[F:16])[CH2:9][CH2:8][C:7]=2[C:6]([S:21](Cl)(=[O:23])=[O:22])=[CH:5][CH:4]=1.[CH3:25][NH:26][C:27]1[CH:32]=[CH:31][C:30]([Cl:33])=[CH:29][CH:28]=1.N1C=CC=CC=1, predict the reaction product. The product is: [Cl:33][C:30]1[CH:31]=[CH:32][C:27]([N:26]([CH3:25])[S:21]([C:6]2[CH:5]=[CH:4][C:3]([O:2][CH3:1])=[C:12]3[C:7]=2[CH2:8][CH2:9][C@H:10]([N:13]([CH3:20])[C:14](=[O:19])[C:15]([F:18])([F:17])[F:16])[CH2:11]3)(=[O:23])=[O:22])=[CH:28][CH:29]=1.